From a dataset of Experimentally validated miRNA-target interactions with 360,000+ pairs, plus equal number of negative samples. Binary Classification. Given a miRNA mature sequence and a target amino acid sequence, predict their likelihood of interaction. (1) The miRNA is mmu-miR-3552 with sequence AGGCUGCAGGCCCACUUCCCU. The protein sequence of the target gene is MAAAAGAVVASAASGPAEGKKITELRVIDLRSELKRRNLDINGVKTVLVSRLKQAIEEEGGDPDNIELTVSTDTPNKKPTKGKGKKQEADELSGDASVEDDSFVKDCELENQETHDQDGNEELKDLEEFGENEEEIVHSQELLSTEENKTTQEFVEAEAIEDREKEDIESQETEAQEGEDDTFLTAQDGEEEENEKDIAGSGDGTQEVSKPLPSEGSLAEADHTAHEEMEANATGKEAEDDNISVTIQAEDAITLDFDGDDLLETGKNVKITDSEASKPKDVQDAIAQSPEKEAKDYEMN.... Result: 0 (no interaction). (2) The miRNA is cel-miR-49-3p with sequence AAGCACCACGAGAAGCUGCAGA. The protein sequence of the target gene is MDGFCDQQVPFMVPGKSRSEDCRGRPLIDRKRKFVDTDLAHDSEELFQDLSQLQEAWLAEAQVPDDEQFVPDFQSDNLVLHAPPPTKIKRELHSPSSELSSCSHEQALGAKYGEKCLYNYCAYDRKPPSGFKPLTPPATPLSPTHQNSLFPPPQATLPTSGLTPGAGPVQGVGPAPTPHSLPEPGSQQQTFAVPRPPHQPLQMPKMMPESQYPSEQRFQRQLSEPSHPFPPQSGVPGDSRPSYHRQMSEPIVPAAPPPLQGFKQEYHDPLYEHGVPGMPGPPAHGFQSPMGIKQEPRDYC.... Result: 0 (no interaction). (3) The miRNA is mmu-miR-874-3p with sequence CUGCCCUGGCCCGAGGGACCGA. The protein sequence of the target gene is MEHLERCEWLLRGTLVRAAVRRYLPWALVASMLAGSLLKELSPLPESYLSNKRNVLNVYFVKVAWAWTFCLLLPFIALTNYHLTGKAGLVLRRLSTLLVGTAIWYICTSIFSNIEHYTGSCYQSPALEGVRKEHQSKQQCHQEGGFWHGFDISGHSFLLTFCALMIVEEMSVLHEVKTDRSHCLHTAITTLVVALGILTFIWVLMFLCTAVYFHNLSQKVFGTLFGLLSWYGTYGFWYPKAFSPGLPPQSCSLNLKQDSYKK. Result: 0 (no interaction). (4) The miRNA is hsa-miR-7161-5p with sequence UAAAGACUGUAGAGGCAACUGGU. The protein sequence of the target gene is MAEETQHNKLAAAKKKLKEYWQKNSPRVPAGANRNRKTNGSIPQTATSGGCQPPGDSATGFHREGPTSSATLKDLESPCQERAVVLDSRSVEISQLKNTIKSLKQQKKQVEHQLEEEKKANNKKQKAKRVLEVQLQTLNIQKEELNTDLYHMKRSLRYFEEKSKDLAVRLQHSLQRKGELESVLSDVMATQKKKANQLSSPSKAGTEWKLEQSMREEALLKVQLTQLKESFQQVQLERDEYSEHLKGERARWQQRMRKMSQEICTLKKEKQQDMRRVEKLERSLSKLKNQMAEPLPPEPP.... Result: 1 (interaction). (5) The miRNA is mmu-miR-193a-3p with sequence AACUGGCCUACAAAGUCCCAGU. The protein sequence of the target gene is MFIWTSGRTSSSYRQDEKRNIYQKIRDHDLLDKRKTVTALKAGEDRAILLGLAMMVCSIMMYFLLGITLLRSYMQSVWTEEAQCALLNVSITETFNCSFSCGPDCWKLSQYPCLQVYVNLTSSGERLLLYHTEETMKINQKCSYIPKCGNNFEESMSLVSVVMENFRRHQHFPCYSDPEGNQKSVILTKLYSSNVLFHSLFWPTCMMAGGVAIVAMVKLTQYLSLLCERIQRINR. Result: 0 (no interaction). (6) The miRNA is cel-miR-797-5p with sequence UAUCACAGCAAUCACAAUGAGAAGA. The protein sequence of the target gene is MPNVAETERSNDSGNGEHKSERKSPEENLQGAVKSFCTSASGAPLGPKGDGHYPWSCPVTHTREKIYAICSDYAFLNQATSIYKTPNPSRSPCLPDSTSLSAGNNSSRYIGIPTSTSEIIYNEENSLENLSNSLGKLPLAWEIDKSEFDGVTTNSKHKSGNAKKQVSKRKTSDKKGRYQKECPQHSPLEDIKQRKVLDLRRWYCISRPQYKTSCGISSLISCWNFLYSTMGAGNLPPITQEEALHILGFQPPFEDIRFGPFTGNTTLMRWFRQINDHFHVKGCSYVLYKPHGKNKTAGET.... Result: 0 (no interaction). (7) The miRNA is hsa-miR-4509 with sequence ACUAAAGGAUAUAGAAGGUUUU. The protein sequence of the target gene is MVHSSMGAPEIRMSKPLEAEKQSLDSPSEHTDTERNGPDINHQNPQNKASPFSVSPTGPSTKIKAEDPSGDSAPAAPPPPQPAQPHLPQAQLMLTGSQLAGDIQQLLQLQQLVLVPGHHLQPPAQFLLPQAQQSQPGLLPTPNLFQLPQQTQGALLTSQPRAGLPTQPPKCLEPPSHPEEPSDLEELEQFARTFKQRRIKLGFTQGDVGLAMGKLYGNDFSQTTISRFEALNLSFKNMCKLKPLLEKWLNDAETMSVDSSLPSPNQLSSPSLGFDGLPGRRRKKRTSIETNVRFALEKSF.... Result: 0 (no interaction). (8) The miRNA is hsa-miR-6718-5p with sequence UAGUGGUCAGAGGGCUUAUGA. The protein sequence of the target gene is MSAIFNFQSLLTVILLLICTCAYIRSLAPSILDRNKTGLLGIFWKCARIGERKSPYVAICCIVMAFSILFIQ. Result: 0 (no interaction). (9) The miRNA is hsa-miR-4633-5p with sequence AUAUGCCUGGCUAGCUCCUC. The protein sequence of the target gene is MANYYEVLGVQASASPEDIKKAYRKLALRWHPDKNPDNKEEAEKKFKLVSEAYEVLSDSKKRSLYDRAGCDSWRAGGGASTPYHSPFDTGYTFRNPEDIFREFFGGLDPFSFEFWDSPFNSDRGGRGHGLRGAFSAGFGEFPAFMEAFSSFNMLGCSGGSHTTFSSTSFGGSSSGSSGFKSVMSSTEMINGHKVTTKRIVENGQERVEVEEDGQLKSVTVNGKEQLKWMDSK. Result: 0 (no interaction).